Task: Predict the reactants needed to synthesize the given product.. Dataset: Full USPTO retrosynthesis dataset with 1.9M reactions from patents (1976-2016) (1) Given the product [C:87]([O:91][C:92]([N:94]1[CH2:98][C:97]([F:99])([F:100])[CH2:96][C@H:95]1[C:101]([NH:1][C@:2]12[CH2:37][CH2:36][C@@H:35]([C:38]([CH3:40])=[CH2:39])[C@@H:3]1[C@@H:4]1[C@@:17]([CH3:20])([CH2:18][CH2:19]2)[C@@:16]2([CH3:21])[C@@H:7]([C@:8]3([CH3:34])[C@@H:13]([CH2:14][CH2:15]2)[C:12]([CH3:23])([CH3:22])[C:11]([C:24]2[CH:25]=[CH:26][C:27]([C:28]([OH:30])=[O:29])=[CH:32][CH:33]=2)=[CH:10][CH2:9]3)[CH2:6][CH2:5]1)=[O:103])=[O:93])([CH3:88])([CH3:89])[CH3:90], predict the reactants needed to synthesize it. The reactants are: [NH2:1][C@:2]12[CH2:37][CH2:36][C@@H:35]([C:38]([CH3:40])=[CH2:39])[C@@H:3]1[C@@H:4]1[C@@:17]([CH3:20])([CH2:18][CH2:19]2)[C@@:16]2([CH3:21])[C@@H:7]([C@:8]3([CH3:34])[C@@H:13]([CH2:14][CH2:15]2)[C:12]([CH3:23])([CH3:22])[C:11]([C:24]2[CH:33]=[CH:32][C:27]([C:28]([O:30]C)=[O:29])=[CH:26][CH:25]=2)=[CH:10][CH2:9]3)[CH2:6][CH2:5]1.CN(C)CCC(N[C@]12CC[C@@H](C(C)=C)[C@@H]1[C@@H]1[C@@](C)(CC2)[C@@]2(C)[C@@H]([C@]3(C)[C@@H](CC2)C(C)(C)C(C2C=CC(C(O)=O)=CC=2)=CC3)CC1)=O.[C:87]([O:91][C:92]([N:94]1[CH2:98][C:97]([F:100])([F:99])[CH2:96][C@H:95]1[C:101]([OH:103])=O)=[O:93])([CH3:90])([CH3:89])[CH3:88]. (2) Given the product [Cl:23][C:20]1[CH:21]=[CH:22][C:17]([S:14]([C:7]2[C:6]([CH3:24])=[C:5]([CH2:4][C:3]([OH:25])=[O:2])[N:13]3[C:8]=2[CH:9]=[CH:10][CH:11]=[CH:12]3)(=[O:16])=[O:15])=[CH:18][CH:19]=1, predict the reactants needed to synthesize it. The reactants are: C[O:2][C:3](=[O:25])[CH2:4][C:5]1[N:13]2[C:8]([CH:9]=[CH:10][CH:11]=[CH:12]2)=[C:7]([S:14]([C:17]2[CH:22]=[CH:21][C:20]([Cl:23])=[CH:19][CH:18]=2)(=[O:16])=[O:15])[C:6]=1[CH3:24].O1CCCC1.[OH-].[Li+].Cl. (3) Given the product [Cl:23][C:24]1[CH:32]=[CH:31][C:27]([C:28]([NH:14][C:15]2[CH:22]=[CH:21][C:18]([CH2:19][NH:20][C:7]3[C:6]4[C:11](=[C:2]([CH3:1])[CH:3]=[CH:4][CH:5]=4)[N:10]=[C:9]([NH:34][CH3:33])[N:8]=3)=[CH:17][CH:16]=2)=[O:29])=[CH:26][N:25]=1, predict the reactants needed to synthesize it. The reactants are: [CH3:1][C:2]1[CH:3]=[CH:4][CH:5]=[C:6]2[C:11]=1[N:10]=[C:9](Cl)[N:8]=[C:7]2Cl.[NH2:14][C:15]1[CH:22]=[CH:21][C:18]([CH2:19][NH2:20])=[CH:17][CH:16]=1.[Cl:23][C:24]1[CH:32]=[CH:31][C:27]([C:28](Cl)=[O:29])=[CH:26][N:25]=1.[CH3:33][NH2:34]. (4) Given the product [CH3:20][O:13][C:12]([C:10]1[CH:9]=[CH:8][C:7]2[N:3]([CH2:1][CH3:2])[C:4]([CH3:15])=[N:5][C:6]=2[CH:11]=1)=[O:14], predict the reactants needed to synthesize it. The reactants are: [CH2:1]([N:3]1[C:7]2[CH:8]=[CH:9][C:10]([C:12]([OH:14])=[O:13])=[CH:11][C:6]=2[N:5]=[C:4]1[CH3:15])[CH3:2].S(Cl)(Cl)=O.[CH3:20]O.